Dataset: Forward reaction prediction with 1.9M reactions from USPTO patents (1976-2016). Task: Predict the product of the given reaction. (1) Given the reactants C(=O)([O-])OC1C=CC(S(N2C3C(=CC=C(F)C=3)NC(=O)[C@@H]2CC)(=O)=O)=CC=1.IC.[CH2:30]([C@@H:32]1[N:41]([S:42]([C:45]2[CH:50]=[CH:49][C:48]([OH:51])=[CH:47][CH:46]=2)(=[O:44])=[O:43])[C:40]2[C:35](=[CH:36][CH:37]=[C:38]([F:52])[CH:39]=2)[N:34]([CH2:53]CC)[C:33]1=[O:56])[CH3:31], predict the reaction product. The product is: [CH2:30]([C@@H:32]1[N:41]([S:42]([C:45]2[CH:50]=[CH:49][C:48]([OH:51])=[CH:47][CH:46]=2)(=[O:43])=[O:44])[C:40]2[C:35](=[CH:36][CH:37]=[C:38]([F:52])[CH:39]=2)[N:34]([CH3:53])[C:33]1=[O:56])[CH3:31]. (2) Given the reactants O[C@@H:2]1[CH2:5][C@H:4]([NH:6][C:7](=[O:16])[O:8][CH2:9][C:10]2[CH:15]=[CH:14][CH:13]=[CH:12][CH:11]=2)[CH2:3]1.C(N(C(C)C)CC)(C)C.CS(Cl)(=O)=O.[NH2:31][NH2:32], predict the reaction product. The product is: [NH:31]([C@H:2]1[CH2:5][C@H:4]([NH:6][C:7](=[O:16])[O:8][CH2:9][C:10]2[CH:15]=[CH:14][CH:13]=[CH:12][CH:11]=2)[CH2:3]1)[NH2:32].